From a dataset of Forward reaction prediction with 1.9M reactions from USPTO patents (1976-2016). Predict the product of the given reaction. (1) Given the reactants [F:1][C:2]1[C:3]([NH:20][C:21]2[CH:22]=[C:23]([NH:27]C(=O)OC(C)(C)C)[CH:24]=[CH:25][CH:26]=2)=[N:4][C:5]([NH:8][C:9]2[CH:14]=[CH:13][C:12]([O:15][CH2:16][CH2:17][O:18][CH3:19])=[CH:11][CH:10]=2)=[N:6][CH:7]=1.FC(F)(F)C(O)=O.C(OCC)(=O)C.CCCCCC, predict the reaction product. The product is: [NH2:27][C:23]1[CH:22]=[C:21]([NH:20][C:3]2[C:2]([F:1])=[CH:7][N:6]=[C:5]([NH:8][C:9]3[CH:14]=[CH:13][C:12]([O:15][CH2:16][CH2:17][O:18][CH3:19])=[CH:11][CH:10]=3)[N:4]=2)[CH:26]=[CH:25][CH:24]=1. (2) Given the reactants [I:1][C:2]1[CH:3]=[C:4]([CH:9]=[C:10]([I:12])[CH:11]=1)[C:5](OC)=[O:6].O.[NH2:14][NH2:15].O, predict the reaction product. The product is: [I:1][C:2]1[CH:3]=[C:4]([CH:9]=[C:10]([I:12])[CH:11]=1)[C:5]([NH:14][NH2:15])=[O:6]. (3) Given the reactants [Cl:1][C:2]1[CH:9]=[C:8]([N:10]([CH2:16][C:17]2[CH:22]=[CH:21][CH:20]=[CH:19][C:18]=2[Cl:23])[C@H:11]2[CH2:15][CH2:14][NH:13][CH2:12]2)[CH:7]=[CH:6][C:3]=1[C:4]#[N:5].[CH:24]1([S:27](Cl)(=[O:29])=[O:28])[CH2:26][CH2:25]1, predict the reaction product. The product is: [Cl:1][C:2]1[CH:9]=[C:8]([N:10]([CH2:16][C:17]2[CH:22]=[CH:21][CH:20]=[CH:19][C:18]=2[Cl:23])[C@H:11]2[CH2:15][CH2:14][N:13]([S:27]([CH:24]3[CH2:26][CH2:25]3)(=[O:29])=[O:28])[CH2:12]2)[CH:7]=[CH:6][C:3]=1[C:4]#[N:5].